From a dataset of Merck oncology drug combination screen with 23,052 pairs across 39 cell lines. Regression. Given two drug SMILES strings and cell line genomic features, predict the synergy score measuring deviation from expected non-interaction effect. Drug 1: Cn1nnc2c(C(N)=O)ncn2c1=O. Drug 2: COC1CC2CCC(C)C(O)(O2)C(=O)C(=O)N2CCCCC2C(=O)OC(C(C)CC2CCC(OP(C)(C)=O)C(OC)C2)CC(=O)C(C)C=C(C)C(O)C(OC)C(=O)C(C)CC(C)C=CC=CC=C1C. Cell line: SW620. Synergy scores: synergy=12.0.